This data is from Reaction yield outcomes from USPTO patents with 853,638 reactions. The task is: Predict the reaction yield, written as a fraction of the theoretical maximum amount of product (1.0 means a 100% yield; for example, 0.34 means a 34% yield). (1) The product is [ClH:1].[CH3:2][C:3]1[CH:8]=[C:7]([C:9]2[NH:13][CH:12]=[N:11][N:10]=2)[CH:6]=[CH:5][C:4]=1[C:20]1[N:25]=[C:24]2[NH:26][C:27](=[O:30])[CH2:28][NH:29][C:23]2=[N:22][CH:21]=1. The reactants are [ClH:1].[CH3:2][C:3]1[CH:8]=[C:7]([C:9]2[N:13](C3CCCCO3)[CH:12]=[N:11][N:10]=2)[CH:6]=[CH:5][C:4]=1[C:20]1[N:25]=[C:24]2[NH:26][C:27](=[O:30])[CH2:28][NH:29][C:23]2=[N:22][CH:21]=1. The yield is 0.940. The catalyst is C(O)C. (2) The reactants are [NH:1]1[CH2:6][CH2:5][NH:4][CH2:3][CH2:2]1.[C:7](#[N:10])[CH:8]=[CH2:9]. The product is [N:1]1([CH2:9][CH2:8][C:7]#[N:10])[CH2:6][CH2:5][N:4]([CH2:9][CH2:8][C:7]#[N:10])[CH2:3][CH2:2]1. The catalyst is O. The yield is 0.947. (3) The reactants are Cl.[N:2]12[CH2:9][CH2:8][CH:5]([CH2:6][CH2:7]1)[C@@H:4]([OH:10])[CH2:3]2. The yield is 0.990. The product is [N:2]12[CH2:9][CH2:8][CH:5]([CH2:6][CH2:7]1)[C@@H:4]([OH:10])[CH2:3]2. The catalyst is [OH-].[Na+].